Dataset: Forward reaction prediction with 1.9M reactions from USPTO patents (1976-2016). Task: Predict the product of the given reaction. (1) Given the reactants [Cl:1][C:2]1[CH:7]=[CH:6][C:5]([CH:8]2[C:13]3[N:14]4[N:19]=[C:18]([CH3:20])[S:17][C:15]4=[N:16][C:12]=3[CH2:11][CH2:10][N:9]2[C:21](=[O:32])[CH2:22][O:23][C:24]2[C:25]([Cl:31])=[N:26][C:27](I)=[CH:28][CH:29]=2)=[C:4]([F:33])[CH:3]=1.[CH3:34][O:35][C:36](=[O:42])[CH2:37][CH2:38][S:39]([O-:41])=[O:40].[Na+].[NH4+].[Cl-], predict the reaction product. The product is: [Cl:31][C:25]1[N:26]=[C:27]([S:39]([CH2:38][CH2:37][C:36]([O:35][CH3:34])=[O:42])(=[O:41])=[O:40])[CH:28]=[CH:29][C:24]=1[O:23][CH2:22][C:21]([N:9]1[CH2:10][CH2:11][C:12]2[N:16]=[C:15]3[S:17][C:18]([CH3:20])=[N:19][N:14]3[C:13]=2[CH:8]1[C:5]1[CH:6]=[CH:7][C:2]([Cl:1])=[CH:3][C:4]=1[F:33])=[O:32]. (2) Given the reactants [CH3:1][O:2][C:3]1[CH:4]=[C:5]2[C:10](=[CH:11][CH:12]=1)[CH:9]=[C:8]([C:13]1[C:21]3[C:16](=[CH:17][CH:18]=[C:19]([C:22]([OH:24])=O)[CH:20]=3)[N:15]([CH:25]3[CH2:30][CH2:29][CH2:28][CH2:27][O:26]3)[N:14]=1)[CH:7]=[CH:6]2.C1C=CC2N(O)N=NC=2C=1.CCN=C=NCCCN(C)C.Cl.[NH2:53][CH2:54][CH2:55][N:56]1[CH2:61][CH2:60][O:59][CH2:58][CH2:57]1, predict the reaction product. The product is: [N:56]1([CH2:55][CH2:54][NH:53][C:22]([C:19]2[CH:20]=[C:21]3[C:16](=[CH:17][CH:18]=2)[N:15]([CH:25]2[CH2:30][CH2:29][CH2:28][CH2:27][O:26]2)[N:14]=[C:13]3[C:8]2[CH:7]=[CH:6][C:5]3[C:10](=[CH:11][CH:12]=[C:3]([O:2][CH3:1])[CH:4]=3)[CH:9]=2)=[O:24])[CH2:61][CH2:60][O:59][CH2:58][CH2:57]1. (3) Given the reactants [NH2:1][C:2]1[CH:3]=[C:4]2[C:9](=[CH:10][CH:11]=1)[NH:8][C:7](=[O:12])[CH2:6][CH2:5]2.Cl[CH2:14][C:15]([N:17]1[CH2:22][CH2:21][CH:20]([CH2:23][C:24]2[CH:29]=[CH:28][C:27]([F:30])=[CH:26][CH:25]=2)[CH2:19][CH2:18]1)=[O:16], predict the reaction product. The product is: [F:30][C:27]1[CH:28]=[CH:29][C:24]([CH2:23][CH:20]2[CH2:21][CH2:22][N:17]([C:15](=[O:16])[CH2:14][NH:1][C:2]3[CH:3]=[C:4]4[C:9](=[CH:10][CH:11]=3)[NH:8][C:7](=[O:12])[CH2:6][CH2:5]4)[CH2:18][CH2:19]2)=[CH:25][CH:26]=1. (4) Given the reactants [CH2:1]([O:3][C:4](=[O:22])[CH2:5][CH2:6][CH2:7][O:8][C:9]1[CH:10]=[N:11][C:12]([C:15]2[CH:20]=[CH:19][CH:18]=[C:17]([OH:21])[CH:16]=2)=[CH:13][CH:14]=1)[CH3:2].[H-].[Na+].Br[CH:26]1[CH2:30][CH2:29][CH2:28][CH2:27]1, predict the reaction product. The product is: [CH2:1]([O:3][C:4](=[O:22])[CH2:5][CH2:6][CH2:7][O:8][C:9]1[CH:10]=[N:11][C:12]([C:15]2[CH:20]=[CH:19][CH:18]=[C:17]([O:21][CH:26]3[CH2:30][CH2:29][CH2:28][CH2:27]3)[CH:16]=2)=[CH:13][CH:14]=1)[CH3:2]. (5) Given the reactants [F:1][C:2]([F:17])([F:16])[C:3]1[CH:4]=[C:5](B(O)O)[CH:6]=[C:7]([C:9]([F:12])([F:11])[F:10])[CH:8]=1.[F:18][C:19]1[CH:20]=[C:21]([CH:31]([NH:33][C:34]([C:36]2[N:37]=[C:38](Cl)[S:39][CH:40]=2)=[O:35])[CH3:32])[CH:22]=[C:23]([F:30])[C:24]=1[NH:25][S:26]([CH3:29])(=[O:28])=[O:27].C([O-])([O-])=O.[Cs+].[Cs+], predict the reaction product. The product is: [F:30][C:23]1[CH:22]=[C:21]([CH:31]([NH:33][C:34]([C:36]2[N:37]=[C:38]([C:5]3[CH:4]=[C:3]([C:2]([F:17])([F:16])[F:1])[CH:8]=[C:7]([C:9]([F:12])([F:11])[F:10])[CH:6]=3)[S:39][CH:40]=2)=[O:35])[CH3:32])[CH:20]=[C:19]([F:18])[C:24]=1[NH:25][S:26]([CH3:29])(=[O:28])=[O:27].